From a dataset of CYP3A4 inhibition data for predicting drug metabolism from PubChem BioAssay. Regression/Classification. Given a drug SMILES string, predict its absorption, distribution, metabolism, or excretion properties. Task type varies by dataset: regression for continuous measurements (e.g., permeability, clearance, half-life) or binary classification for categorical outcomes (e.g., BBB penetration, CYP inhibition). Dataset: cyp3a4_veith. (1) The result is 1 (inhibitor). The drug is COC(=O)[C@@]1(Cc2ccccc2)[C@H]2c3cc(C(=O)N(C)C)n(Cc4ccsc4Br)c3C[C@H]2CN1C(=O)c1ccccc1. (2) The compound is O=C(c1ccco1)N1CCC[C@@]2(CCN(c3ncccn3)C2)C1. The result is 0 (non-inhibitor). (3) The drug is CCOC(OCC)P(=O)(O)CCCNCc1ccc(Cl)c(Cl)c1. The result is 0 (non-inhibitor). (4) The compound is N/C(Cc1cccs1)=N\OC(=O)COc1ccc(Br)cc1Cl. The result is 1 (inhibitor). (5) The compound is O=C(O)CCC(=O)N1CCc2cc(S(=O)(=O)NCc3cccs3)ccc21. The result is 0 (non-inhibitor).